From a dataset of Peptide-MHC class I binding affinity with 185,985 pairs from IEDB/IMGT. Regression. Given a peptide amino acid sequence and an MHC pseudo amino acid sequence, predict their binding affinity value. This is MHC class I binding data. The peptide sequence is RQLFKPLTKK. The MHC is HLA-A03:01 with pseudo-sequence HLA-A03:01. The binding affinity (normalized) is 0.995.